From a dataset of Full USPTO retrosynthesis dataset with 1.9M reactions from patents (1976-2016). Predict the reactants needed to synthesize the given product. Given the product [CH3:18][O:19][CH2:20][C:21]1[NH:3][C:4]2=[CH:5][S:6][CH:7]=[C:8]2[N:9]=1, predict the reactants needed to synthesize it. The reactants are: Cl.Cl.[NH2:3][C:4]1[C:8]([NH2:9])=[CH:7][S:6][CH:5]=1.C(N(CC)CC)C.Cl.[CH3:18][O:19][CH2:20][C:21](=N)OCC.C(=O)([O-])O.[Na+].